This data is from Peptide-MHC class II binding affinity with 134,281 pairs from IEDB. The task is: Regression. Given a peptide amino acid sequence and an MHC pseudo amino acid sequence, predict their binding affinity value. This is MHC class II binding data. (1) The peptide sequence is GHGCAQPAMERRKHI. The MHC is DRB3_0101 with pseudo-sequence DRB3_0101. The binding affinity (normalized) is 0. (2) The peptide sequence is EKKYFVATQFEPLAA. The MHC is HLA-DPA10201-DPB10501 with pseudo-sequence HLA-DPA10201-DPB10501. The binding affinity (normalized) is 0.930. (3) The peptide sequence is DMRLLSLAVSSAVPT. The MHC is DRB5_0101 with pseudo-sequence DRB5_0101. The binding affinity (normalized) is 0.706. (4) The peptide sequence is FLQRSVSTVCSRISR. The MHC is DRB3_0202 with pseudo-sequence DRB3_0202. The binding affinity (normalized) is 0. (5) The peptide sequence is AEAPAAAAAPEEQVQ. The MHC is DRB3_0101 with pseudo-sequence DRB3_0101. The binding affinity (normalized) is 0.122.